From a dataset of Forward reaction prediction with 1.9M reactions from USPTO patents (1976-2016). Predict the product of the given reaction. (1) Given the reactants [C:1]([C:3]1[CH:8]=[CH:7][C:6]([C:9]2[CH:10]=[N:11][N:12]([C:15]3[CH:23]=[CH:22][C:18]([C:19](O)=[O:20])=[CH:17][N:16]=3)[C:13]=2[OH:14])=[C:5]([CH3:24])[CH:4]=1)#[N:2].[CH3:25][O:26][CH2:27][CH2:28][CH2:29][NH:30][CH3:31], predict the reaction product. The product is: [C:1]([C:3]1[CH:8]=[CH:7][C:6]([C:9]2[CH:10]=[N:11][N:12]([C:15]3[CH:23]=[CH:22][C:18]([C:19]([N:30]([CH2:29][CH2:28][CH2:27][O:26][CH3:25])[CH3:31])=[O:20])=[CH:17][N:16]=3)[C:13]=2[OH:14])=[C:5]([CH3:24])[CH:4]=1)#[N:2]. (2) Given the reactants [Cl:1][C:2]1[CH:7]=[C:6]([O:8][CH3:9])[CH:5]=[CH:4][C:3]=1[C:10]1[CH:15]=[CH:14][N:13]=[C:12](OS(C(F)(F)F)(=O)=O)[C:11]=1[N+:24]([O-:26])=[O:25].Cl.[CH3:28][O:29][CH2:30][CH:31]([NH2:33])[CH3:32], predict the reaction product. The product is: [Cl:1][C:2]1[CH:7]=[C:6]([O:8][CH3:9])[CH:5]=[CH:4][C:3]=1[C:10]1[CH:15]=[CH:14][N:13]=[C:12]([NH:33][CH:31]([CH3:32])[CH2:30][O:29][CH3:28])[C:11]=1[N+:24]([O-:26])=[O:25]. (3) Given the reactants [O:1]([CH:8]([CH3:12])[C:9]([OH:11])=O)[C:2]1[CH:7]=[CH:6][CH:5]=[CH:4][CH:3]=1.[NH2:13][C:14]1[CH:19]=[CH:18][C:17]([N:20]2[C:26](=[O:27])[CH2:25][C:24](=[O:28])[NH:23][C:22]3[C:29]4[C:34]([CH:35]=[CH:36][C:21]2=3)=[CH:33][CH:32]=[CH:31][CH:30]=4)=[CH:16][CH:15]=1.O(C(C)C(Cl)=O)C1C=CC=CC=1, predict the reaction product. The product is: [O:1]([CH:8]([CH3:12])[C:9]([NH:13][C:14]1[CH:19]=[CH:18][C:17]([N:20]2[C:26](=[O:27])[CH2:25][C:24](=[O:28])[NH:23][C:22]3[C:29]4[C:34]([CH:35]=[CH:36][C:21]2=3)=[CH:33][CH:32]=[CH:31][CH:30]=4)=[CH:16][CH:15]=1)=[O:11])[C:2]1[CH:3]=[CH:4][CH:5]=[CH:6][CH:7]=1. (4) Given the reactants [CH3:1][N:2]([S:11]([C:14]1[CH:19]=[CH:18][C:17]([C:20]2[CH:25]=[CH:24][C:23]([N+:26]([O-])=O)=[CH:22][CH:21]=2)=[CH:16][CH:15]=1)(=[O:13])=[O:12])[C@@H:3]([C:7]([O:9][CH3:10])=[O:8])[CH:4]([CH3:6])[CH3:5].O.O.[Sn](Cl)Cl.C(=O)([O-])[O-].[Na+].[Na+], predict the reaction product. The product is: [NH2:26][C:23]1[CH:24]=[CH:25][C:20]([C:17]2[CH:16]=[CH:15][C:14]([S:11]([N:2]([CH3:1])[C@@H:3]([C:7]([O:9][CH3:10])=[O:8])[CH:4]([CH3:6])[CH3:5])(=[O:13])=[O:12])=[CH:19][CH:18]=2)=[CH:21][CH:22]=1. (5) Given the reactants [F:1][C:2]1([F:33])[O:6][C:5]2[CH:7]=[CH:8][C:9]([C:11]3([C:14]([NH:16][C:17]4[CH:18]=[CH:19][C:20]([CH3:32])=[C:21]([C:23]5[CH:28]=[CH:27][CH:26]=[C:25]([C:29](O)=[O:30])[CH:24]=5)[CH:22]=4)=[O:15])[CH2:13][CH2:12]3)=[CH:10][C:4]=2[O:3]1.[CH3:34][S:35]([NH2:38])(=[O:37])=[O:36].C(Cl)CCl, predict the reaction product. The product is: [F:33][C:2]1([F:1])[O:6][C:5]2[CH:7]=[CH:8][C:9]([C:11]3([C:14]([NH:16][C:17]4[CH:18]=[CH:19][C:20]([CH3:32])=[C:21]([C:23]5[CH:28]=[CH:27][CH:26]=[C:25]([C:29]([NH:38][S:35]([CH3:34])(=[O:37])=[O:36])=[O:30])[CH:24]=5)[CH:22]=4)=[O:15])[CH2:13][CH2:12]3)=[CH:10][C:4]=2[O:3]1. (6) Given the reactants [NH2:1][C:2]1[CH:7]=[CH:6][C:5]([C:8]2[C:16]3[C:15]([NH2:17])=[N:14][CH:13]=[N:12][C:11]=3[N:10]([CH:18]3[CH2:23][CH2:22][O:21][CH2:20][CH2:19]3)[CH:9]=2)=[CH:4][C:3]=1[O:24][CH3:25].N1C=CC=CC=1.[CH3:32][C:33]([CH3:38])([CH3:37])[C:34](Cl)=[O:35], predict the reaction product. The product is: [NH2:17][C:15]1[C:16]2[C:8]([C:5]3[CH:6]=[CH:7][C:2]([NH:1][C:34](=[O:35])[C:33]([CH3:38])([CH3:37])[CH3:32])=[C:3]([O:24][CH3:25])[CH:4]=3)=[CH:9][N:10]([CH:18]3[CH2:19][CH2:20][O:21][CH2:22][CH2:23]3)[C:11]=2[N:12]=[CH:13][N:14]=1. (7) Given the reactants [NH2:1][C:2]1[C:11]2[N:10]=[CH:9][CH:8]=[CH:7][C:6]=2[C:5]2[CH:12]=[CH:13][C:14]([CH:16]=[O:17])=[CH:15][C:4]=2[N:3]=1.[Li][CH3:19], predict the reaction product. The product is: [NH2:1][C:2]1[C:11]2[N:10]=[CH:9][CH:8]=[CH:7][C:6]=2[C:5]2[CH:12]=[CH:13][C:14]([CH:16]([OH:17])[CH3:19])=[CH:15][C:4]=2[N:3]=1. (8) Given the reactants [S:1]1[C:5]2[CH:6]=[CH:7][C:8]([CH2:10][CH2:11][O:12][CH2:13][CH2:14][C:15]([N:17]3[CH2:20][CH:19]([OH:21])[CH2:18]3)=O)=[CH:9][C:4]=2[CH:3]=[CH:2]1.[BH4-].[Na+].S(OC)(OC)(=O)=[O:25].Cl.[OH-].[Na+].[C:34]([O:37]CC)(=[O:36])[CH3:35], predict the reaction product. The product is: [C:19]([OH:21])(=[O:25])/[CH:20]=[CH:35]\[C:34]([OH:37])=[O:36].[S:1]1[C:5]2[CH:6]=[CH:7][C:8]([CH2:10][CH2:11][O:12][CH2:13][CH2:14][CH2:15][N:17]3[CH2:20][CH:19]([OH:21])[CH2:18]3)=[CH:9][C:4]=2[CH:3]=[CH:2]1. (9) Given the reactants [Cl:1][C:2]1[N:11]=[CH:10][C:9]2[N:8]([C:12]3[CH:13]=[N:14][CH:15]=[CH:16][CH:17]=3)[C:7](=[O:18])[C@@H:6]([CH3:19])[N:5]([CH:20]3[CH2:25][CH2:24][CH2:23][CH2:22][CH2:21]3)[C:4]=2[N:3]=1.C1C=C(Cl)C=C(C(OO)=[O:34])C=1, predict the reaction product. The product is: [Cl:1][C:2]1[N:11]=[CH:10][C:9]2[N:8]([C:12]3[CH:13]=[N+:14]([O-:34])[CH:15]=[CH:16][CH:17]=3)[C:7](=[O:18])[C@@H:6]([CH3:19])[N:5]([CH:20]3[CH2:21][CH2:22][CH2:23][CH2:24][CH2:25]3)[C:4]=2[N:3]=1.